From a dataset of Forward reaction prediction with 1.9M reactions from USPTO patents (1976-2016). Predict the product of the given reaction. (1) Given the reactants [Cl:1][C:2]1[CH:3]=[C:4]2[C:8](=[C:9](I)[CH:10]=1)[C:7](=[O:12])[N:6]([CH2:13][C:14]1[CH:19]=[CH:18][C:17]([O:20][C:21]([F:24])([F:23])[F:22])=[CH:16][CH:15]=1)[CH2:5]2.[C-:25]#[N:26].[Na+], predict the reaction product. The product is: [Cl:1][C:2]1[CH:10]=[C:9]([C:25]#[N:26])[C:8]2[C:7](=[O:12])[N:6]([CH2:13][C:14]3[CH:19]=[CH:18][C:17]([O:20][C:21]([F:24])([F:23])[F:22])=[CH:16][CH:15]=3)[CH2:5][C:4]=2[CH:3]=1. (2) Given the reactants [NH:1]1[CH:5]=[C:4]([CH2:6][C:7]([OH:9])=O)[N:3]=[CH:2]1.[CH:10]1([O:15][C:16]2[CH:17]=[C:18]([N:24]3[CH2:29][CH2:28][NH:27][C@@H:26]([CH2:30][CH:31]([CH3:33])[CH3:32])[CH2:25]3)[CH:19]=[CH:20][C:21]=2[O:22][CH3:23])[CH2:14][CH2:13][CH2:12][CH2:11]1, predict the reaction product. The product is: [CH:10]1([O:15][C:16]2[CH:17]=[C:18]([N:24]3[CH2:29][CH2:28][N:27]([C:7](=[O:9])[CH2:6][C:4]4[N:3]=[CH:2][NH:1][CH:5]=4)[C@@H:26]([CH2:30][CH:31]([CH3:33])[CH3:32])[CH2:25]3)[CH:19]=[CH:20][C:21]=2[O:22][CH3:23])[CH2:14][CH2:13][CH2:12][CH2:11]1. (3) Given the reactants [F:1][C:2]1[CH:7]=[C:6]([N+:8]([O-])=O)[CH:5]=[C:4]([F:11])[C:3]=1[N:12]1[CH2:17][CH2:16][O:15][CH2:14][CH2:13]1.[H][H], predict the reaction product. The product is: [F:11][C:4]1[CH:5]=[C:6]([NH2:8])[CH:7]=[C:2]([F:1])[C:3]=1[N:12]1[CH2:13][CH2:14][O:15][CH2:16][CH2:17]1. (4) The product is: [CH3:1][C:2]1[C:11]([CH3:12])=[C:10]2[C:5]([CH2:6][CH2:7][C@:8]([CH2:14][CH2:15][CH2:16][C@@H:17]([CH2:19][CH2:20][CH2:21][C@@H:22]([CH2:24][CH2:25][CH2:26][CH:27]([CH3:29])[CH3:28])[CH3:23])[CH3:18])([CH3:13])[O:9]2)=[C:4]([CH3:30])[C:3]=1[OH:31].[CH2:32]1[CH2:36][C:35]([CH2:43][C:41]([OH:40])=[O:42])([CH2:37][C:38]([OH:9])=[O:39])[CH2:34][CH2:33]1. Given the reactants [CH3:1][C:2]1[C:11]([CH3:12])=[C:10]2[C:5]([CH2:6][CH2:7][C@:8]([CH2:14][CH2:15][CH2:16][C@@H:17]([CH2:19][CH2:20][CH2:21][C@@H:22]([CH2:24][CH2:25][CH2:26][CH:27]([CH3:29])[CH3:28])[CH3:23])[CH3:18])([CH3:13])[O:9]2)=[C:4]([CH3:30])[C:3]=1[OH:31].[CH2:32]1[CH2:36][C:35]2([CH2:43][C:41](=[O:42])[O:40][C:38](=[O:39])[CH2:37]2)[CH2:34][CH2:33]1.[Cl-].[Al+3].[Cl-].[Cl-], predict the reaction product. (5) Given the reactants [ClH:1].Br[C:3]1[CH:8]=[CH:7][C:6]([NH:9][C:10]([CH:12]2[CH:17]3[CH2:18][CH2:19][N:14]([CH2:15][CH2:16]3)[CH2:13]2)=[O:11])=[CH:5][CH:4]=1.[S:20]1[CH:24]=[CH:23][CH:22]=[C:21]1B(O)O.C(=O)([O-])[O-].[Cs+].[Cs+], predict the reaction product. The product is: [ClH:1].[S:20]1[CH:24]=[CH:23][CH:22]=[C:21]1[C:3]1[CH:8]=[CH:7][C:6]([NH:9][C:10]([CH:12]2[CH:17]3[CH2:18][CH2:19][N:14]([CH2:15][CH2:16]3)[CH2:13]2)=[O:11])=[CH:5][CH:4]=1. (6) Given the reactants CS([O:5][CH:6]1[CH2:9][N:8]([C:10]([C:12]2[O:13][C:14]([C:17]3[CH:22]=[CH:21][CH:20]=[CH:19][CH:18]=3)=[N:15][N:16]=2)=[O:11])[CH2:7]1)(=O)=O.O[C:24]1[CH:31]=[CH:30][C:27]([CH:28]=[O:29])=[CH:26][C:25]=1[CH3:32], predict the reaction product. The product is: [CH3:32][C:25]1[CH:26]=[C:27]([CH:30]=[CH:31][C:24]=1[O:5][CH:6]1[CH2:9][N:8]([C:10]([C:12]2[O:13][C:14]([C:17]3[CH:22]=[CH:21][CH:20]=[CH:19][CH:18]=3)=[N:15][N:16]=2)=[O:11])[CH2:7]1)[CH:28]=[O:29]. (7) Given the reactants N(C(OCC)=O)=NC(OCC)=O.[Cl:13][C:14]1[CH:33]=[CH:32][C:17]([NH:18][C:19]2[C:28]3[C:23](=[CH:24][C:25]([OH:31])=[C:26]([O:29][CH3:30])[CH:27]=3)[N:22]=[CH:21][N:20]=2)=[C:16]([F:34])[CH:15]=1.[N:35]1[N:36]=[CH:37][N:38]([CH2:40][CH2:41]O)[CH:39]=1.C1(P(C2C=CC=CC=2)C2C=CC=CC=2)C=CC=CC=1, predict the reaction product. The product is: [ClH:13].[Cl:13][C:14]1[CH:33]=[CH:32][C:17]([NH:18][C:19]2[C:28]3[C:23](=[CH:24][C:25]([O:31][CH2:41][CH2:40][N:38]4[CH:37]=[N:36][N:35]=[CH:39]4)=[C:26]([O:29][CH3:30])[CH:27]=3)[N:22]=[CH:21][N:20]=2)=[C:16]([F:34])[CH:15]=1. (8) Given the reactants Cl.[CH3:2][NH:3][O:4][CH3:5].CCN(C(C)C)C(C)C.[C:15]([N:22]1[CH2:30][CH2:29][CH:25]([C:26]([OH:28])=O)[CH2:24][CH2:23]1)([O:17][C:18]([CH3:21])([CH3:20])[CH3:19])=[O:16].ON1C2C=CC=CC=2N=N1.Cl.CN(C)CCCN=C=NCC.CNOC, predict the reaction product. The product is: [C:18]([O:17][C:15]([N:22]1[CH2:23][CH2:24][CH:25]([C:26](=[O:28])[N:3]([O:4][CH3:5])[CH3:2])[CH2:29][CH2:30]1)=[O:16])([CH3:19])([CH3:20])[CH3:21].